From a dataset of Reaction yield outcomes from USPTO patents with 853,638 reactions. Predict the reaction yield, written as a fraction of the theoretical maximum amount of product (1.0 means a 100% yield; for example, 0.34 means a 34% yield). (1) The reactants are C[O:2][C:3]([C:5]1[N:6]=[C:7]([C:11]2[CH:16]=[CH:15][C:14]([NH:17][C:18]([C:20]3[NH:21][C:22]([CH2:26][CH3:27])=[C:23]([Cl:25])[N:24]=3)=[O:19])=[C:13]([CH3:28])[CH:12]=2)[O:8][C:9]=1[CH3:10])=[O:4].[OH-].[Li+].CO. The catalyst is O1CCCC1. The product is [Cl:25][C:23]1[N:24]=[C:20]([C:18]([NH:17][C:14]2[CH:15]=[CH:16][C:11]([C:7]3[O:8][C:9]([CH3:10])=[C:5]([C:3]([OH:4])=[O:2])[N:6]=3)=[CH:12][C:13]=2[CH3:28])=[O:19])[NH:21][C:22]=1[CH2:26][CH3:27]. The yield is 0.860. (2) The reactants are [CH2:1]([O:8][C:9]1[C:14](=[O:15])[N:13]=[C:12]([CH2:16][C:17]2[C:22]([Cl:23])=[CH:21][CH:20]=[CH:19][C:18]=2[Cl:24])[NH:11][C:10]=1[C:25]([OH:27])=O)[C:2]1[CH:7]=[CH:6][CH:5]=[CH:4][CH:3]=1.[Si:28]([O:35][CH2:36][CH2:37][NH:38][CH:39]([CH3:41])[CH3:40])([C:31]([CH3:34])([CH3:33])[CH3:32])([CH3:30])[CH3:29].O=P(Cl)(Cl)Cl. The catalyst is N1C=CC=CC=1. The product is [Si:28]([O:35][CH2:36][CH2:37][N:38]([CH:39]([CH3:41])[CH3:40])[C:25]([C:10]1[NH:11][C:12]([CH2:16][C:17]2[C:18]([Cl:24])=[CH:19][CH:20]=[CH:21][C:22]=2[Cl:23])=[N:13][C:14](=[O:15])[C:9]=1[O:8][CH2:1][C:2]1[CH:7]=[CH:6][CH:5]=[CH:4][CH:3]=1)=[O:27])([C:31]([CH3:34])([CH3:33])[CH3:32])([CH3:30])[CH3:29]. The yield is 0.570. (3) The reactants are [Br:1][C:2]1[CH:6]=[N:5][N:4]([CH3:7])[C:3]=1[C:8]1[CH:9]=[C:10]([NH2:16])[CH:11]=[CH:12][C:13]=1[O:14][CH3:15].[CH:17]1[C:26]2[C:21](=[CH:22][CH:23]=[CH:24][CH:25]=2)[CH:20]=[CH:19][C:18]=1[N:27]=[C:28]=[O:29]. The catalyst is C(Cl)Cl. The product is [Br:1][C:2]1[CH:6]=[N:5][N:4]([CH3:7])[C:3]=1[C:8]1[CH:9]=[C:10]([NH:16][C:28]([NH:27][C:18]2[CH:19]=[CH:20][C:21]3[C:26](=[CH:25][CH:24]=[CH:23][CH:22]=3)[CH:17]=2)=[O:29])[CH:11]=[CH:12][C:13]=1[O:14][CH3:15]. The yield is 0.700. (4) The reactants are [CH3:1][O:2][C:3]1[CH:43]=[CH:42][C:6]([CH2:7][NH:8][C:9]2[O:10][C:11]([C:14]3[CH:15]=[C:16]4[C:20](=[CH:21][CH:22]=3)[N:19]([S:23]([C:26]3[CH:32]=[CH:31][C:29]([CH3:30])=[CH:28][CH:27]=3)(=[O:25])=[O:24])[CH:18]=[C:17]4B3OC(C)(C)C(C)(C)O3)=[N:12][N:13]=2)=[CH:5][CH:4]=1.Br[C:45]1[CH:50]=[N:49][CH:48]=[C:47]([CH:51]2[CH2:53][CH2:52]2)[N:46]=1.P([O-])([O-])([O-])=O.[K+].[K+].[K+]. The catalyst is O1CCOCC1.O.C1C=CC(/C=C/C(/C=C/C2C=CC=CC=2)=O)=CC=1.C1C=CC(/C=C/C(/C=C/C2C=CC=CC=2)=O)=CC=1.C1C=CC(/C=C/C(/C=C/C2C=CC=CC=2)=O)=CC=1.[Pd].[Pd].C1(P(C2CCCCC2)C2C=CC=CC=2C2C(C(C)C)=CC(C(C)C)=CC=2C(C)C)CCCCC1. The product is [CH:51]1([C:47]2[N:46]=[C:45]([C:17]3[C:16]4[C:20](=[CH:21][CH:22]=[C:14]([C:11]5[O:10][C:9]([NH:8][CH2:7][C:6]6[CH:42]=[CH:43][C:3]([O:2][CH3:1])=[CH:4][CH:5]=6)=[N:13][N:12]=5)[CH:15]=4)[N:19]([S:23]([C:26]4[CH:32]=[CH:31][C:29]([CH3:30])=[CH:28][CH:27]=4)(=[O:25])=[O:24])[CH:18]=3)[CH:50]=[N:49][CH:48]=2)[CH2:53][CH2:52]1. The yield is 0.680. (5) The reactants are [Cl:1][C:2]1[C:7]([OH:8])=[CH:6][CH:5]=[CH:4][N:3]=1.[N+:9]([O-])([OH:11])=[O:10]. The catalyst is S(=O)(=O)(O)O.O. The product is [Cl:1][C:2]1[C:7]([OH:8])=[C:6]([N+:9]([O-:11])=[O:10])[CH:5]=[CH:4][N:3]=1. The yield is 0.240. (6) The reactants are C([O:4][C@@H:5]1[C@@H:10]([O:11]C(=O)C)[C@H:9]([O:15]C(=O)C)[C@@H:8]([CH2:19][O:20]C(=O)C)[O:7][C@H:6]1[O:24][C:25]1[C:26]([O:28][C@H:29]([C@H:32]([CH2:34][OH:35])[OH:33])[C:30]=1[OH:31])=[O:27])(=O)C.C(=O)([O-])[O-].[K+].[K+]. The catalyst is CO.O. The product is [C@@H:6]1([O:24][C:25]2[C:26]([O:28][C@H:29]([C@H:32]([CH2:34][OH:35])[OH:33])[C:30]=2[OH:31])=[O:27])[O:7][C@H:8]([CH2:19][OH:20])[C@@H:9]([OH:15])[C@H:10]([OH:11])[C@H:5]1[OH:4]. The yield is 1.00. (7) The reactants are [F:1][C:2]1[CH:8]=[CH:7][CH:6]=[CH:5][C:3]=1[NH2:4].C[Al](C)C.C([O:15][C:16]([C:18]1[C:27]2[C:26]3=[N:28][N:29]([CH3:31])[CH:30]=[C:25]3[CH2:24][CH2:23][CH2:22][C:21]=2[NH:20][CH:19]=1)=O)C.O. The catalyst is C(Cl)Cl.[NH4+].[Cl-].CCOCC. The product is [F:1][C:2]1[CH:8]=[CH:7][CH:6]=[CH:5][C:3]=1[NH:4][C:16]([C:18]1[C:27]2[C:26]3=[N:28][N:29]([CH3:31])[CH:30]=[C:25]3[CH2:24][CH2:23][CH2:22][C:21]=2[NH:20][CH:19]=1)=[O:15]. The yield is 0.600. (8) The reactants are [Cl:1][C:2]1[N:11]=[C:10]2[C:5]([CH:6]=[CH:7][C:8](=[O:12])[NH:9]2)=[CH:4][CH:3]=1.CN(C=O)C.[H-].[Na+].CS(O[CH2:25][CH2:26][N:27]1[CH2:32][CH2:31][CH:30]([NH:33][C:34]([O:36][C:37]([CH3:40])([CH3:39])[CH3:38])=[O:35])[CH2:29][CH2:28]1)(=O)=O. The catalyst is FC1C=C2C(C=CC(=O)N2CCN2CCC(NCC3C=CC4OCC(=O)NC=4N=3)CC2)=CC=1.O. The product is [Cl:1][C:2]1[N:11]=[C:10]2[C:5]([CH:6]=[CH:7][C:8](=[O:12])[N:9]2[CH2:25][CH2:26][N:27]2[CH2:32][CH2:31][CH:30]([NH:33][C:34](=[O:35])[O:36][C:37]([CH3:40])([CH3:39])[CH3:38])[CH2:29][CH2:28]2)=[CH:4][CH:3]=1. The yield is 0.580.